From a dataset of Reaction yield outcomes from USPTO patents with 853,638 reactions. Predict the reaction yield, written as a fraction of the theoretical maximum amount of product (1.0 means a 100% yield; for example, 0.34 means a 34% yield). (1) The reactants are [CH:1]1([N:6]2[C:14]3[CH:13]=[C:12]([CH:15]=[CH2:16])[CH:11]=[C:10]([C:17]([NH:19][CH2:20][C:21]4[C:22](=[O:29])[NH:23][C:24]([CH3:28])=[CH:25][C:26]=4[CH3:27])=[O:18])[C:9]=3[CH:8]=[N:7]2)[CH2:5][CH2:4][CH2:3][CH2:2]1.C[N+]1([O-])CC[O:34]CC1.[OH2:38]. The catalyst is C(Cl)Cl.O=[Os](=O)(=O)=O. The product is [CH:1]1([N:6]2[C:14]3[CH:13]=[C:12]([CH:15]([OH:34])[CH2:16][OH:38])[CH:11]=[C:10]([C:17]([NH:19][CH2:20][C:21]4[C:22](=[O:29])[NH:23][C:24]([CH3:28])=[CH:25][C:26]=4[CH3:27])=[O:18])[C:9]=3[CH:8]=[N:7]2)[CH2:5][CH2:4][CH2:3][CH2:2]1. The yield is 0.613. (2) The reactants are C[O:2][C:3]([C@H:5]1[CH2:9][CH2:8][CH2:7][N:6]1[CH2:10][C:11]1[C:12]([NH2:18])=[N:13][CH:14]=[C:15]([Br:17])[CH:16]=1)=O.[H-].[Na+]. The catalyst is CS(C)=O.O. The product is [Br:17][C:15]1[CH:14]=[N:13][C:12]2[NH:18][C:3](=[O:2])[C@@H:5]3[N:6]([CH2:7][CH2:8][CH2:9]3)[CH2:10][C:11]=2[CH:16]=1. The yield is 0.670. (3) The reactants are [CH3:1][N:2]1[CH2:7][CH2:6][N:5]([C:8]2[CH:13]=[CH:12][CH:11]=[C:10]([N+:14]([O-])=O)[C:9]=2[C:17](=[O:19])[CH3:18])[CH2:4][CH2:3]1.C1CCCCC=1.C1COCC1.O. The catalyst is Cl.[Pd].CCO. The product is [NH2:14][C:10]1[CH:11]=[CH:12][CH:13]=[C:8]([N:5]2[CH2:4][CH2:3][N:2]([CH3:1])[CH2:7][CH2:6]2)[C:9]=1[C:17](=[O:19])[CH3:18]. The yield is 0.950.